Dataset: Forward reaction prediction with 1.9M reactions from USPTO patents (1976-2016). Task: Predict the product of the given reaction. (1) Given the reactants [O:1]=[C:2]1[N:6]([C:7]2[CH:8]=[CH:9][C:10]3[C:16](=O)[CH:15]([C:18](=O)[CH2:19][C:20]4[S:21][CH:22]=[CH:23][CH:24]=4)[CH2:14][CH2:13][CH2:12][C:11]=3[CH:26]=2)[CH2:5][C@H:4]([CH2:27][NH:28][C:29](=[O:31])[CH3:30])[O:3]1.O.[NH2:33][NH2:34], predict the reaction product. The product is: [O:1]=[C:2]1[N:6]([C:7]2[CH:8]=[CH:9][C:10]3[C:16]4[NH:33][N:34]=[C:18]([CH2:19][C:20]5[S:21][CH:22]=[CH:23][CH:24]=5)[C:15]=4[CH2:14][CH2:13][CH2:12][C:11]=3[CH:26]=2)[CH2:5][C@H:4]([CH2:27][NH:28][C:29](=[O:31])[CH3:30])[O:3]1. (2) Given the reactants [CH3:1][N:2]1[CH:6]=[C:5]([CH2:7][C:8]([O:10]C)=[O:9])[C:4]([O:12][CH2:13][C:14]2[O:18][N:17]=[C:16]([O:19][CH2:20][C:21]3[CH:30]=[CH:29][C:28]4[C:23](=[CH:24][CH:25]=[CH:26][CH:27]=4)[N:22]=3)[CH:15]=2)=[N:3]1.[OH-].[Na+].O1CCCC1.Cl, predict the reaction product. The product is: [CH3:1][N:2]1[CH:6]=[C:5]([CH2:7][C:8]([OH:10])=[O:9])[C:4]([O:12][CH2:13][C:14]2[O:18][N:17]=[C:16]([O:19][CH2:20][C:21]3[CH:30]=[CH:29][C:28]4[C:23](=[CH:24][CH:25]=[CH:26][CH:27]=4)[N:22]=3)[CH:15]=2)=[N:3]1. (3) Given the reactants FC(F)(F)S(O[C:7]1[CH:16]=[CH:15][C:14]2[C:13](=[O:17])[CH2:12][CH2:11][CH2:10][C:9]=2[CH:8]=1)(=O)=O.[CH3:20][N:21](C)C=O, predict the reaction product. The product is: [O:17]=[C:13]1[CH2:12][CH2:11][CH2:10][C:9]2[CH:8]=[C:7]([C:20]#[N:21])[CH:16]=[CH:15][C:14]1=2. (4) Given the reactants Cl.[Br:2][C:3]1[CH:4]=[C:5]([CH:9]=[C:10]([C:12]2[CH2:16][C@@H:15]([C:17]3[CH:22]=[CH:21][CH:20]=[CH:19][N:18]=3)[O:14][N:13]=2)[CH:11]=1)[C:6]([OH:8])=O.Cl.[F:24][C:25]1[CH:26]=[CH:27][C:28]([C@H:31]([NH2:33])[CH3:32])=[N:29][CH:30]=1.C(Cl)CCl.C1C=NC2N(O)N=NC=2C=1.C(N(CC)CC)C.C(=O)(O)[O-].[Na+], predict the reaction product. The product is: [Br:2][C:3]1[CH:4]=[C:5]([CH:9]=[C:10]([C:12]2[CH2:16][C@@H:15]([C:17]3[CH:22]=[CH:21][CH:20]=[CH:19][N:18]=3)[O:14][N:13]=2)[CH:11]=1)[C:6]([NH:33][C@@H:31]([C:28]1[CH:27]=[CH:26][C:25]([F:24])=[CH:30][N:29]=1)[CH3:32])=[O:8]. (5) Given the reactants C(OC([N:8]1[CH2:13][CH2:12][C:11](=O)[CH2:10][CH2:9]1)=O)(C)(C)C.[Cl:15][C:16]1[CH:17]=[C:18]([CH:21]=[CH:22][CH:23]=1)[CH2:19][NH2:20].[N+]([CH:27]=[CH:28][C:29]1[CH:34]=[CH:33][C:32]([Cl:35])=[CH:31][CH:30]=1)([O-])=O, predict the reaction product. The product is: [Cl:15][C:16]1[CH:17]=[C:18]([CH:21]=[CH:22][CH:23]=1)[CH2:19][N:20]1[C:11]2[CH2:10][CH2:9][NH:8][CH2:13][C:12]=2[C:28]([C:29]2[CH:34]=[CH:33][C:32]([Cl:35])=[CH:31][CH:30]=2)=[CH:27]1. (6) Given the reactants Cl[C:2]1[CH:7]=[C:6]([CH3:8])[N:5]=[C:4]([S:9][CH3:10])[N:3]=1.[CH2:11]([NH2:13])[CH3:12], predict the reaction product. The product is: [CH2:11]([NH:13][C:2]1[CH:7]=[C:6]([CH3:8])[N:5]=[C:4]([S:9][CH3:10])[N:3]=1)[CH3:12].